From a dataset of Peptide-MHC class I binding affinity with 185,985 pairs from IEDB/IMGT. Regression. Given a peptide amino acid sequence and an MHC pseudo amino acid sequence, predict their binding affinity value. This is MHC class I binding data. (1) The peptide sequence is YLYYPGRAH. The MHC is HLA-B46:01 with pseudo-sequence HLA-B46:01. The binding affinity (normalized) is 0.275. (2) The binding affinity (normalized) is 0.611. The peptide sequence is AVFDRKSDAK. The MHC is HLA-A66:01 with pseudo-sequence HLA-A66:01.